From a dataset of Forward reaction prediction with 1.9M reactions from USPTO patents (1976-2016). Predict the product of the given reaction. (1) Given the reactants [CH3:1][C:2]1[N:7]=[C:6]([CH:8]2[CH2:13][CH2:12][NH:11][CH:10]([CH3:14])[CH2:9]2)[C:5]([C:15]([O:17][CH2:18][CH3:19])=[O:16])=[CH:4][N:3]=1.CCN(C(C)C)C(C)C.[C:29](O[C:29]([O:31][C:32]([CH3:35])([CH3:34])[CH3:33])=[O:30])([O:31][C:32]([CH3:35])([CH3:34])[CH3:33])=[O:30].[NH4+].[Cl-], predict the reaction product. The product is: [C:32]([O:31][C:29]([N:11]1[CH2:12][CH2:13][CH:8]([C:6]2[C:5]([C:15]([O:17][CH2:18][CH3:19])=[O:16])=[CH:4][N:3]=[C:2]([CH3:1])[N:7]=2)[CH2:9][CH:10]1[CH3:14])=[O:30])([CH3:35])([CH3:34])[CH3:33]. (2) Given the reactants C[C:2]([C:5]([C:10]1[CH:19]=[CH:18][C:13]2[C:14](=[O:17])[O:15][CH2:16][C:12]=2[C:11]=1[CH3:20])(C)[C:6]([O-:8])=[O:7])(C)C.C(O)(C(F)(F)F)=O, predict the reaction product. The product is: [CH3:20][C:11]1[C:12]2[CH2:16][O:15][C:14](=[O:17])[C:13]=2[CH:18]=[CH:19][C:10]=1[CH:5]([CH3:2])[C:6]([OH:8])=[O:7]. (3) The product is: [CH2:1]([O:8][C:9]1[CH:18]=[C:17]2[C:12]([C:13]([Cl:29])=[N:14][CH:15]=[N:16]2)=[CH:11][C:10]=1[O:20][CH3:21])[C:2]1[CH:7]=[CH:6][CH:5]=[CH:4][CH:3]=1. Given the reactants [CH2:1]([O:8][C:9]1[CH:18]=[C:17]2[C:12]([C:13](=O)[NH:14][CH:15]=[N:16]2)=[CH:11][C:10]=1[O:20][CH3:21])[C:2]1[CH:7]=[CH:6][CH:5]=[CH:4][CH:3]=1.CN(C=O)C.S(Cl)([Cl:29])=O, predict the reaction product.